This data is from Catalyst prediction with 721,799 reactions and 888 catalyst types from USPTO. The task is: Predict which catalyst facilitates the given reaction. (1) Reactant: [C:1]([O:5][C:6]([N:8]1[CH2:13][CH2:12][N:11]2[C:14]([CH2:18][CH3:19])=[N:15][C:16](I)=[C:10]2[CH:9]1[CH2:20][CH2:21][C:22]1[CH:27]=[CH:26][C:25]([Br:28])=[CH:24][CH:23]=1)=[O:7])([CH3:4])([CH3:3])[CH3:2].C([Mg]Br)C.II. Product: [C:1]([O:5][C:6]([N:8]1[CH2:13][CH2:12][N:11]2[C:14]([CH2:18][CH3:19])=[N:15][CH:16]=[C:10]2[CH:9]1[CH2:20][CH2:21][C:22]1[CH:23]=[CH:24][C:25]([Br:28])=[CH:26][CH:27]=1)=[O:7])([CH3:2])([CH3:3])[CH3:4]. The catalyst class is: 1. (2) Reactant: [CH3:1][C:2]1[C:22](C)=[CH:21][CH:20]=[CH:19][C:3]=1[CH2:4][NH:5][C:6]1[C:7]2[N:8]([C:12]([CH:16](O)[CH3:17])=[C:13]([CH3:15])[N:14]=2)[CH:9]=[CH:10][CH:11]=1.[C:24]1(C)C=CC(S(O)(=O)=O)=CC=1.O. Product: [CH3:1][C:2]1[CH:22]=[CH:21][CH:20]=[C:19]([CH3:24])[C:3]=1[CH2:4][NH:5][C:6]1[C:7]2[N:8]([C:12]([CH:16]=[CH2:17])=[C:13]([CH3:15])[N:14]=2)[CH:9]=[CH:10][CH:11]=1. The catalyst class is: 48. (3) Reactant: [C:1]([C:3]1[CH:11]=[CH:10][CH:9]=[C:8]2[C:4]=1[CH:5]=[C:6]([C:12]1[C:17](=[O:18])[N:16]([CH3:19])[N:15]=[C:14]([C:20]3[C:21]([N:40]([CH3:45])[S:41]([CH3:44])(=[O:43])=[O:42])=[CH:22][C:23]4[O:27][C:26]([C:28]5[CH:33]=[CH:32][C:31]([F:34])=[CH:30][CH:29]=5)=[C:25]([C:35]([NH:37][CH3:38])=[O:36])[C:24]=4[CH:39]=3)[CH:13]=1)[NH:7]2)#[N:2].I[CH2:47][CH2:48][O:49][CH3:50].C([O-])([O-])=O.[Cs+].[Cs+]. Product: [C:1]([C:3]1[CH:11]=[CH:10][CH:9]=[C:8]2[C:4]=1[CH:5]=[C:6]([C:12]1[C:17](=[O:18])[N:16]([CH3:19])[N:15]=[C:14]([C:20]3[C:21]([N:40]([CH3:45])[S:41]([CH3:44])(=[O:42])=[O:43])=[CH:22][C:23]4[O:27][C:26]([C:28]5[CH:29]=[CH:30][C:31]([F:34])=[CH:32][CH:33]=5)=[C:25]([C:35]([NH:37][CH3:38])=[O:36])[C:24]=4[CH:39]=3)[CH:13]=1)[N:7]2[CH2:47][CH2:48][O:49][CH3:50])#[N:2]. The catalyst class is: 3. (4) Reactant: [NH2:1][CH:2]([C:7]1[CH:12]=[CH:11][CH:10]=[C:9]([N+:13]([O-:15])=[O:14])[CH:8]=1)[C:3]([O:5][CH3:6])=[O:4].C(=O)(O)[O-].[Na+].C(N(CC)CC)C.[C:28](O[C:28]([O:30][C:31]([CH3:34])([CH3:33])[CH3:32])=[O:29])([O:30][C:31]([CH3:34])([CH3:33])[CH3:32])=[O:29].[Cl-].[NH4+]. Product: [C:31]([O:30][C:28]([NH:1][CH:2]([C:7]1[CH:12]=[CH:11][CH:10]=[C:9]([N+:13]([O-:15])=[O:14])[CH:8]=1)[C:3]([O:5][CH3:6])=[O:4])=[O:29])([CH3:34])([CH3:33])[CH3:32]. The catalyst class is: 4. (5) Reactant: [C:1]([O:5][C:6](=[O:12])[CH:7]([C:10]#[N:11])[CH2:8][CH3:9])([CH3:4])([CH3:3])[CH3:2].[CH2:13]1CCN2C(=NCCC2)CC1.IC.O. Product: [C:1]([O:5][C:6](=[O:12])[C:7]([C:10]#[N:11])([CH3:13])[CH2:8][CH3:9])([CH3:2])([CH3:3])[CH3:4]. The catalyst class is: 31. (6) Reactant: [CH3:1][S:2][C:3]1[C:8]2[CH:9]=[C:10]3[N:14]([C:7]=2[CH:6]=[CH:5][N:4]=1)[CH2:13][CH2:12][C:11]3=[O:15].C1COCC1.[BH4-].[Na+]. Product: [CH3:1][S:2][C:3]1[C:8]2[CH:9]=[C:10]3[N:14]([C:7]=2[CH:6]=[CH:5][N:4]=1)[CH2:13][CH2:12][CH:11]3[OH:15]. The catalyst class is: 14. (7) Reactant: [OH-].[Na+].C(O)C.[C:6]([C:9]1[CH:10]=[C:11]([C:15]2[CH:20]=[CH:19][C:18]([CH2:21][CH:22]([NH:36][S:37]([C:40]3[CH:45]=[CH:44][CH:43]=[CH:42][N:41]=3)(=[O:39])=[O:38])[C:23]3[N:28]=[C:27]([NH:29][CH2:30][C:31]([O:33]CC)=[O:32])[CH:26]=[CH:25][CH:24]=3)=[CH:17][CH:16]=2)[CH:12]=[CH:13][CH:14]=1)#[C:7][CH3:8].Cl. Product: [C:6]([C:9]1[CH:10]=[C:11]([C:15]2[CH:16]=[CH:17][C:18]([CH2:21][CH:22]([NH:36][S:37]([C:40]3[CH:45]=[CH:44][CH:43]=[CH:42][N:41]=3)(=[O:38])=[O:39])[C:23]3[N:28]=[C:27]([NH:29][CH2:30][C:31]([OH:33])=[O:32])[CH:26]=[CH:25][CH:24]=3)=[CH:19][CH:20]=2)[CH:12]=[CH:13][CH:14]=1)#[C:7][CH3:8]. The catalyst class is: 6. (8) Reactant: [Cl:1][C:2]1[CH:3]=[C:4]([C:8]2[C:13]3[N:14]([CH2:27][C@H:28]4[CH2:33][CH2:32][C@H:31]([CH3:34])[CH2:30][CH2:29]4)[C:15]([N:17]4[CH2:21][C@H:20]([O:22][CH3:23])[CH2:19][C@H:18]4[CH:24]([CH3:26])[CH3:25])=[N:16][C:12]=3[CH:11]=[C:10]([C:35](=[N:37][OH:38])[NH2:36])[N:9]=2)[CH:5]=[N:6][CH:7]=1.[C:39](N1C=CN=C1)(N1C=CN=C1)=[O:40].N12CCCN=C1CCCCC2. Product: [Cl:1][C:2]1[CH:3]=[C:4]([C:8]2[C:13]3[N:14]([CH2:27][C@H:28]4[CH2:33][CH2:32][C@H:31]([CH3:34])[CH2:30][CH2:29]4)[C:15]([N:17]4[CH2:21][C@H:20]([O:22][CH3:23])[CH2:19][C@H:18]4[CH:24]([CH3:25])[CH3:26])=[N:16][C:12]=3[CH:11]=[C:10]([C:35]3[NH:36][C:39](=[O:40])[O:38][N:37]=3)[N:9]=2)[CH:5]=[N:6][CH:7]=1. The catalyst class is: 10. (9) Reactant: [F:1][C:2]1[CH:7]=[C:6]([S:8]([CH3:11])(=[O:10])=[O:9])[CH:5]=[CH:4][C:3]=1[C:12]1[S:13][C:14]2[CH:20]=[CH:19][C:18](C3CCN(C(OC(C)(C)C)=O)CC3)=[CH:17][C:15]=2[N:16]=1.F[C:35](F)(F)[C:36](O)=O. Product: [F:1][C:2]1[CH:7]=[C:6]([S:8]([CH3:11])(=[O:9])=[O:10])[CH:5]=[CH:4][C:3]=1[C:12]1[S:13][C:14]2[CH:20]=[C:19]([CH:36]3[CH2:35][CH2:15][NH:16][CH2:12][CH2:3]3)[CH:18]=[CH:17][C:15]=2[N:16]=1. The catalyst class is: 2.